This data is from HIV replication inhibition screening data with 41,000+ compounds from the AIDS Antiviral Screen. The task is: Binary Classification. Given a drug SMILES string, predict its activity (active/inactive) in a high-throughput screening assay against a specified biological target. (1) The result is 0 (inactive). The compound is NNC(=O)NN=C1CNC(=O)C(=O)C1c1nc2ccccc2s1. (2) The molecule is COC(=O)C1(Cc2ccccc2)Cc2ccccc2C1. The result is 0 (inactive).